Dataset: Tyrosyl-DNA phosphodiesterase HTS with 341,365 compounds. Task: Binary Classification. Given a drug SMILES string, predict its activity (active/inactive) in a high-throughput screening assay against a specified biological target. (1) The drug is O=C/1CCCC(=O)C1=N\Nc1ccc(cc1)C(O)=O. The result is 1 (active). (2) The compound is O=C(N1CCN(CC1)Cc1cc(Oc2ccccc2)ccc1)c1ccccc1. The result is 0 (inactive). (3) The compound is o1c2c(c(c3ccc(cc3)c3ccc(cc3)CO)cc1=O)c(OC)c(OC)c(OC)c2. The result is 0 (inactive). (4) The result is 0 (inactive). The drug is S(=O)(=O)(N)c1ccc(NC(=O)c2c(C(=O)N3CCCCC3)cccc2)cc1.